Dataset: NCI-60 drug combinations with 297,098 pairs across 59 cell lines. Task: Regression. Given two drug SMILES strings and cell line genomic features, predict the synergy score measuring deviation from expected non-interaction effect. (1) Drug 1: C1CC(=O)NC(=O)C1N2CC3=C(C2=O)C=CC=C3N. Drug 2: C(=O)(N)NO. Cell line: BT-549. Synergy scores: CSS=7.42, Synergy_ZIP=-0.806, Synergy_Bliss=2.88, Synergy_Loewe=2.50, Synergy_HSA=2.47. (2) Drug 1: C1=CC(=CC=C1C#N)C(C2=CC=C(C=C2)C#N)N3C=NC=N3. Drug 2: C1CC(C1)(C(=O)O)C(=O)O.[NH2-].[NH2-].[Pt+2]. Cell line: HT29. Synergy scores: CSS=-9.77, Synergy_ZIP=-0.710, Synergy_Bliss=-10.8, Synergy_Loewe=-11.8, Synergy_HSA=-12.3.